Dataset: Catalyst prediction with 721,799 reactions and 888 catalyst types from USPTO. Task: Predict which catalyst facilitates the given reaction. (1) Reactant: C(O)(=O)C.[C:5]([N:9]([CH3:35])[C:10]([C:12]1[N:16]2[CH2:17][CH2:18][C:19]3[C:24]([C:15]2=[C:14]([C:30]2[S:31][CH:32]=[CH:33][CH:34]=2)[CH:13]=1)=[CH:23][C:22]([N+:25]([O-])=O)=[C:21]([O:28][CH3:29])[CH:20]=3)=[O:11])([CH3:8])([CH3:7])[CH3:6]. Product: [C:5]([N:9]([CH3:35])[C:10]([C:12]1[N:16]2[CH2:17][CH2:18][C:19]3[C:24]([C:15]2=[C:14]([C:30]2[S:31][CH:32]=[CH:33][CH:34]=2)[CH:13]=1)=[CH:23][C:22]([NH2:25])=[C:21]([O:28][CH3:29])[CH:20]=3)=[O:11])([CH3:7])([CH3:8])[CH3:6]. The catalyst class is: 324. (2) Reactant: C(N1C=CN=C1)(N1C=CN=C1)=O.[F:13][C:14]1[CH:23]=[CH:22][CH:21]=[C:20]([OH:24])[C:15]=1[C:16]([NH:18]O)=[O:17].Cl. Product: [F:13][C:14]1[C:15]2[C:16]([OH:17])=[N:18][O:24][C:20]=2[CH:21]=[CH:22][CH:23]=1. The catalyst class is: 7.